Dataset: TCR-epitope binding with 47,182 pairs between 192 epitopes and 23,139 TCRs. Task: Binary Classification. Given a T-cell receptor sequence (or CDR3 region) and an epitope sequence, predict whether binding occurs between them. (1) The epitope is YLNTLTLAV. The TCR CDR3 sequence is CASSLARSYEQYF. Result: 1 (the TCR binds to the epitope). (2) The epitope is SLFNTVATLY. The TCR CDR3 sequence is CASSARTGVGYGYTF. Result: 1 (the TCR binds to the epitope).